Dataset: Catalyst prediction with 721,799 reactions and 888 catalyst types from USPTO. Task: Predict which catalyst facilitates the given reaction. (1) The catalyst class is: 7. Reactant: [H-].[Al+3].[Li+].[H-].[H-].[H-].[Cl:7][C:8]1[CH:9]=[CH:10][C:11]2[N:17]3[C:18]([CH2:21][O:22][CH3:23])=[N:19][N:20]=[C:16]3[C@@H:15]([CH2:24][C:25](OCC)=[O:26])[O:14][C@H:13]([C:30]3[CH:35]=[CH:34][CH:33]=[C:32]([O:36][CH3:37])[C:31]=3[O:38][CH3:39])[C:12]=2[CH:40]=1.C(C(C(C([O-])=O)O)O)([O-])=O.[Na+].[K+]. Product: [Cl:7][C:8]1[CH:9]=[CH:10][C:11]2[N:17]3[C:18]([CH2:21][O:22][CH3:23])=[N:19][N:20]=[C:16]3[C@@H:15]([CH2:24][CH2:25][OH:26])[O:14][C@H:13]([C:30]3[CH:35]=[CH:34][CH:33]=[C:32]([O:36][CH3:37])[C:31]=3[O:38][CH3:39])[C:12]=2[CH:40]=1. (2) Reactant: [NH2:1][C:2]([NH:4][C:5]1[C:6]([C:18]([NH2:20])=[O:19])=[N:7][N:8]([C:10]2[CH:15]=[CH:14][C:13](I)=[C:12]([CH3:17])[CH:11]=2)[CH:9]=1)=[O:3].[OH:21][C:22]1[CH:23]=[C:24](B(O)O)[CH:25]=[CH:26][CH:27]=1.C([O-])([O-])=O.[Cs+].[Cs+]. Product: [OH:21][C:22]1[CH:27]=[C:26]([C:13]2[CH:14]=[CH:15][C:10]([N:8]3[CH:9]=[C:5]([NH:4][C:2]([NH2:1])=[O:3])[C:6]([C:18]([NH2:20])=[O:19])=[N:7]3)=[CH:11][C:12]=2[CH3:17])[CH:25]=[CH:24][CH:23]=1. The catalyst class is: 339. (3) Reactant: [CH2:1]([C@@H:8]1[C:17]2[C:12](=[CH:13][CH:14]=[C:15]([O:18][CH3:19])[CH:16]=2)[CH2:11][CH2:10][C@@H:9]1[NH:20]C(=O)CC)[C:2]1[CH:7]=[CH:6][CH:5]=[CH:4][CH:3]=1.C(O)(=O)C.[S:29](=[O:33])(=[O:32])([OH:31])[OH:30]. Product: [S:29]([OH:33])([OH:32])(=[O:31])=[O:30].[CH2:1]([C@@H:8]1[C:17]2[C:12](=[CH:13][CH:14]=[C:15]([O:18][CH3:19])[CH:16]=2)[CH2:11][CH2:10][C@@H:9]1[NH2:20])[C:2]1[CH:3]=[CH:4][CH:5]=[CH:6][CH:7]=1.[CH2:1]([C@@H:8]1[C:17]2[C:12](=[CH:13][CH:14]=[C:15]([O:18][CH3:19])[CH:16]=2)[CH2:11][CH2:10][C@@H:9]1[NH2:20])[C:2]1[CH:3]=[CH:4][CH:5]=[CH:6][CH:7]=1. The catalyst class is: 6. (4) Reactant: Cl.Cl.[Cl:3][C:4]1[CH:5]=[C:6](/[CH:16]=[CH:17]/[C:18]([O:20][CH2:21][CH3:22])=[O:19])[CH:7]=[N:8][C:9]=1[NH:10][C@@H:11]1[CH2:15][CH2:14][NH:13][CH2:12]1.[CH:23]1([C:29](Cl)=[O:30])[CH2:28][CH2:27][CH2:26][CH2:25][CH2:24]1.CCN(CC)CC.CCOC(C)=O. Product: [Cl:3][C:4]1[CH:5]=[C:6](/[CH:16]=[CH:17]/[C:18]([O:20][CH2:21][CH3:22])=[O:19])[CH:7]=[N:8][C:9]=1[NH:10][C@@H:11]1[CH2:15][CH2:14][N:13]([C:29]([CH:23]2[CH2:28][CH2:27][CH2:26][CH2:25][CH2:24]2)=[O:30])[CH2:12]1. The catalyst class is: 18. (5) Reactant: [NH:1]1[CH:5]=[CH:4][N:3]=[C:2]1[NH:6][C:7]([C:9]1[C:17]2[N:16]=[C:15]([NH:18][C:19]([C:21]3[CH:22]=[C:23]4[C:28](=[CH:29][CH:30]=3)[CH2:27][NH:26][CH2:25][CH2:24]4)=[O:20])[NH:14][C:13]=2[CH:12]=[CH:11][CH:10]=1)=[O:8].[C:31]1([S:37](Cl)(=[O:39])=[O:38])[CH:36]=[CH:35][CH:34]=[CH:33][CH:32]=1.C(N(CC)CC)C.O.NN. Product: [NH:3]1[CH:4]=[CH:5][N:1]=[C:2]1[NH:6][C:7]([C:9]1[C:17]2[N:16]=[C:15]([NH:18][C:19]([C:21]3[CH:22]=[C:23]4[C:28](=[CH:29][CH:30]=3)[CH2:27][N:26]([S:37]([C:31]3[CH:36]=[CH:35][CH:34]=[CH:33][CH:32]=3)(=[O:39])=[O:38])[CH2:25][CH2:24]4)=[O:20])[NH:14][C:13]=2[CH:12]=[CH:11][CH:10]=1)=[O:8]. The catalyst class is: 18. (6) Reactant: C([N:14]1[CH2:17][C:16]([OH:22])([C:18]([O:20][CH3:21])=[O:19])[CH2:15]1)(C1C=CC=CC=1)C1C=CC=CC=1.C(O)(=O)C. Product: [OH:22][C:16]1([C:18]([O:20][CH3:21])=[O:19])[CH2:17][NH:14][CH2:15]1. The catalyst class is: 19. (7) Reactant: [H-].[Na+].[CH3:3][O:4][C:5]1[CH:10]=[CH:9][C:8]([CH2:11][OH:12])=[CH:7][CH:6]=1.[Br:13][C:14]1[CH:15]=[C:16](Br)[C:17]2[N:18]([CH:20]=[C:21]([CH3:23])[N:22]=2)[CH:19]=1. Product: [Br:13][C:14]1[CH:15]=[C:16]([O:12][CH2:11][C:8]2[CH:9]=[CH:10][C:5]([O:4][CH3:3])=[CH:6][CH:7]=2)[C:17]2[N:18]([CH:20]=[C:21]([CH3:23])[N:22]=2)[CH:19]=1. The catalyst class is: 9. (8) Reactant: [N:1]([CH2:4][C@@H:5]1[O:10][CH2:9][C@@H:8]([N:11]2[C:15]3=[C:16]4[S:22][CH:21]=[CH:20][C:17]4=[N:18][CH:19]=[C:14]3[N:13]=[C:12]2[C@H:23]([OH:25])[CH3:24])[CH2:7][CH2:6]1)=[N+]=[N-]. Product: [NH2:1][CH2:4][C@@H:5]1[O:10][CH2:9][C@@H:8]([N:11]2[C:15]3=[C:16]4[S:22][CH:21]=[CH:20][C:17]4=[N:18][CH:19]=[C:14]3[N:13]=[C:12]2[C@H:23]([OH:25])[CH3:24])[CH2:7][CH2:6]1. The catalyst class is: 19.